This data is from Choline transporter screen with 302,306 compounds. The task is: Binary Classification. Given a drug SMILES string, predict its activity (active/inactive) in a high-throughput screening assay against a specified biological target. (1) The molecule is Brc1cc(c(NC(=S)N2CCOCC2)cc1)C. The result is 0 (inactive). (2) The compound is O1N=C(CC1Cn1nc(cc1C(=O)NCC1CC1)c1ccccc1)c1cccnc1. The result is 0 (inactive). (3) The molecule is S(Cc1cc(ccc1)C(OC)=O)c1sc(nn1)C. The result is 0 (inactive). (4) The drug is S(=O)(=O)(N1CCCCC1)c1c(ccc(c1)C(=O)Nc1cccnc1)C. The result is 0 (inactive). (5) The compound is Fc1c(C(=O)Nc2n(ncc2C(=O)N(CC)CC)c2ccccc2)cccc1. The result is 0 (inactive). (6) The compound is o1c(C(N(c2cc3CCCc3cc2)C(=O)Cn2nnc3c2cccc3)C(=O)NCc2occc2)ccc1. The result is 0 (inactive).